This data is from Full USPTO retrosynthesis dataset with 1.9M reactions from patents (1976-2016). The task is: Predict the reactants needed to synthesize the given product. Given the product [NH2:8][C@@H:9]([CH:52]([CH3:54])[CH3:53])[C:10]([O:12][CH2:13][CH2:14][N:15]1[CH2:20][CH2:19][N:18]([CH2:21][C:22]2[CH:23]=[N:24][C:25]([C:28]3[S:36][C:35]4[C:30](=[N:31][CH:32]=[CH:33][C:34]=4[O:37][C:38]4[CH:43]=[CH:42][C:41]([NH:44][C:45]([NH:47][CH:48]5[CH2:49][CH2:50]5)=[O:46])=[CH:40][C:39]=4[F:51])[CH:29]=3)=[CH:26][CH:27]=2)[CH2:17][CH2:16]1)=[O:11], predict the reactants needed to synthesize it. The reactants are: C(OC([NH:8][C@@H:9]([CH:52]([CH3:54])[CH3:53])[C:10]([O:12][CH2:13][CH2:14][N:15]1[CH2:20][CH2:19][N:18]([CH2:21][C:22]2[CH:23]=[N:24][C:25]([C:28]3[S:36][C:35]4[C:30](=[N:31][CH:32]=[CH:33][C:34]=4[O:37][C:38]4[CH:43]=[CH:42][C:41]([NH:44][C:45]([NH:47][CH:48]5[CH2:50][CH2:49]5)=[O:46])=[CH:40][C:39]=4[F:51])[CH:29]=3)=[CH:26][CH:27]=2)[CH2:17][CH2:16]1)=[O:11])=O)(C)(C)C.C(O)(C(F)(F)F)=O.